From a dataset of Catalyst prediction with 721,799 reactions and 888 catalyst types from USPTO. Predict which catalyst facilitates the given reaction. (1) Reactant: [CH3:1][O:2][C:3]1[CH:10]=[CH:9][C:6]([CH:7]=O)=[CH:5][CH:4]=1.[N+:11]([CH3:14])([O-:13])=[O:12].[OH-].[Na+].Cl.O. Product: [CH3:1][O:2][C:3]1[CH:10]=[CH:9][C:6]([CH:7]=[CH:14][N+:11]([O-:13])=[O:12])=[CH:5][CH:4]=1. The catalyst class is: 5. (2) Reactant: Cl.[NH2:2][C@@H:3]([C:5]([NH2:7])=[O:6])[CH3:4].C(N(CC)CC)C.FC1C=CC=CC=1C[C:19]1[CH:20]=[C:21]([CH:24]=[CH:25][C:26]=1[O:27][CH2:28][C:29]1[CH:34]=[CH:33][CH:32]=[CH:31][C:30]=1[F:35])[CH:22]=O.[BH4-].[Na+]. Product: [F:35][C:30]1[CH:31]=[CH:32][CH:33]=[CH:34][C:29]=1[CH2:28][O:27][C:26]1[CH:25]=[CH:24][C:21]([CH2:22][NH:2][C@H:3]([CH3:4])[C:5]([NH2:7])=[O:6])=[CH:20][CH:19]=1. The catalyst class is: 72. (3) Reactant: C(OC([NH:8][CH:9]([C:21]1[CH:26]=[CH:25][C:24]([CH3:27])=[CH:23][CH:22]=1)[C:10]([O:12][C@@H:13]1[CH:18]2[CH2:19][CH2:20][N:15]([CH2:16][CH2:17]2)[CH2:14]1)=[O:11])=O)(C)(C)C.[ClH:28]. Product: [ClH:28].[ClH:28].[NH2:8][CH:9]([C:21]1[CH:22]=[CH:23][C:24]([CH3:27])=[CH:25][CH:26]=1)[C:10]([O:12][C@@H:13]1[CH:18]2[CH2:17][CH2:16][N:15]([CH2:20][CH2:19]2)[CH2:14]1)=[O:11]. The catalyst class is: 1. (4) Reactant: C([O:8][C:9]1[N:14]=[C:13]([O:15][C:16]2[CH:17]=[C:18]([CH:21]=[C:22]([CH3:24])[CH:23]=2)[C:19]#[N:20])[C:12]([CH:25]([CH3:27])[CH3:26])=[C:11]([O:28]CC2C=CC=CC=2)[N:10]=1)C1C=CC=CC=1.[H][H]. Product: [CH:25]([C:12]1[C:11](=[O:28])[NH:10][C:9](=[O:8])[NH:14][C:13]=1[O:15][C:16]1[CH:17]=[C:18]([CH:21]=[C:22]([CH3:24])[CH:23]=1)[C:19]#[N:20])([CH3:27])[CH3:26]. The catalyst class is: 591. (5) Reactant: [CH3:1][O:2][C:3](=[O:11])[C@H:4]1[CH2:9][C@@H:8]([OH:10])[CH2:7][CH2:6][NH:5]1.C([O-])(O)=O.[Na+].[CH3:17][O:18][C:19]1[CH:24]=[CH:23][C:22]([C:25]2[CH:30]=[CH:29][C:28]([S:31](Cl)(=[O:33])=[O:32])=[CH:27][CH:26]=2)=[CH:21][CH:20]=1. Product: [OH:10][C@H:8]1[CH2:7][CH2:6][N:5]([S:31]([C:28]2[CH:27]=[CH:26][C:25]([C:22]3[CH:23]=[CH:24][C:19]([O:18][CH3:17])=[CH:20][CH:21]=3)=[CH:30][CH:29]=2)(=[O:33])=[O:32])[C@@H:4]([C:3]([O:2][CH3:1])=[O:11])[CH2:9]1. The catalyst class is: 20. (6) Reactant: Cl[C:2]1[CH:7]=[CH:6][N:5]=[CH:4][C:3]=1[C:8]([O:10][CH3:11])=[O:9].C([Sn](CCCC)(CCCC)[C:17]1[CH:22]=[N:21][CH:20]=[CH:19][N:18]=1)CCC. Product: [N:18]1[CH:19]=[CH:20][N:21]=[CH:22][C:17]=1[C:2]1[CH:7]=[CH:6][N:5]=[CH:4][C:3]=1[C:8]([O:10][CH3:11])=[O:9]. The catalyst class is: 109.